This data is from Full USPTO retrosynthesis dataset with 1.9M reactions from patents (1976-2016). The task is: Predict the reactants needed to synthesize the given product. (1) The reactants are: Br.Br[CH2:3][C:4]([C:6]1[CH:11]=[CH:10][CH:9]=[CH:8][N:7]=1)=O.[CH2:12]([NH:19][C:20]([NH2:22])=[S:21])[C:13]1[CH:18]=[CH:17][CH:16]=[CH:15][CH:14]=1. Given the product [CH2:12]([NH:19][C:20]1[S:21][CH:3]=[C:4]([C:6]2[CH:11]=[CH:10][CH:9]=[CH:8][N:7]=2)[N:22]=1)[C:13]1[CH:18]=[CH:17][CH:16]=[CH:15][CH:14]=1, predict the reactants needed to synthesize it. (2) Given the product [CH3:1][O:2][CH2:3][C:4]1[CH:9]=[C:8]([C:10]([F:13])([F:12])[F:11])[N:7]=[C:6]([C:14]([OH:18])=[O:16])[CH:5]=1, predict the reactants needed to synthesize it. The reactants are: [CH3:1][O:2][CH2:3][C:4]1[CH:9]=[C:8]([C:10]([F:13])([F:12])[F:11])[N:7]=[C:6]([C:14]#N)[CH:5]=1.[OH-:16].[Na+].[OH2:18].Cl. (3) Given the product [F:24][C:25]([F:38])([F:39])[C:26]1[CH:33]=[C:32]([C:34]([F:37])([F:35])[F:36])[CH:31]=[CH:30][C:27]=1[CH2:28][N:11]([CH2:10][CH2:9][C:6]1[CH:5]=[CH:4][C:3]([O:2][CH3:1])=[CH:8][CH:7]=1)[C:12]1[CH:17]=[CH:16][CH:15]=[CH:14][N:13]=1, predict the reactants needed to synthesize it. The reactants are: [CH3:1][O:2][C:3]1[CH:8]=[CH:7][C:6]([CH2:9][CH2:10][NH:11][C:12]2[CH:17]=[CH:16][CH:15]=[CH:14][N:13]=2)=[CH:5][CH:4]=1.C([O-])([O-])=O.[K+].[K+].[F:24][C:25]([F:39])([F:38])[C:26]1[CH:33]=[C:32]([C:34]([F:37])([F:36])[F:35])[CH:31]=[CH:30][C:27]=1[CH2:28]Br. (4) Given the product [N:9]1[C:8]2[NH:29][CH:30]=[CH:31][C:7]=2[C:6]([NH2:5])=[N:11][C:10]=1[NH2:12], predict the reactants needed to synthesize it. The reactants are: C1([NH:5][C:6]2[C:7]3[CH:31]=[CH:30][NH:29][C:8]=3[N:9]=[C:10]([NH:12]C3C=CC(S(N4CCC(O)CC4)(=O)=O)=CC=3)[N:11]=2)CCC1.CS(CC1C=CC(N)=CC=1)(=O)=O.